Dataset: Human liver microsome stability data. Task: Regression/Classification. Given a drug SMILES string, predict its absorption, distribution, metabolism, or excretion properties. Task type varies by dataset: regression for continuous measurements (e.g., permeability, clearance, half-life) or binary classification for categorical outcomes (e.g., BBB penetration, CYP inhibition). Dataset: hlm. (1) The compound is COc1cccc(CN(C(=O)c2cc3ccc(-c4cn[nH]c4)nc3[nH]2)C2CC2)c1. The result is 1 (stable in human liver microsomes). (2) The drug is COc1ccc2c(c1)CC(c1nc(O)c3cc(-c4cn[nH]c4)ccc3n1)CO2. The result is 1 (stable in human liver microsomes). (3) The compound is Cn1c(-c2ccc(C(F)(F)F)cn2)c(C2CCCCC2)c2ccc(C(=O)NC(C)(C)C(=O)Nc3ccc(C=CC(=O)O)cc3)cc21. The result is 0 (unstable in human liver microsomes). (4) The molecule is COc1cc(N2CCN(C3CCN(c4cccc5cc(F)cnc45)CC3)CC2)c2ncccc2c1. The result is 1 (stable in human liver microsomes). (5) The compound is Cc1nc2c([N+](=O)[O-])c(Cl)c(Cl)cc2n1Cc1ccc(-n2cccn2)cc1. The result is 0 (unstable in human liver microsomes).